From a dataset of Reaction yield outcomes from USPTO patents with 853,638 reactions. Predict the reaction yield, written as a fraction of the theoretical maximum amount of product (1.0 means a 100% yield; for example, 0.34 means a 34% yield). (1) The yield is 0.570. No catalyst specified. The reactants are [NH2:1][C:2]1[N:6]2[N:7]=[C:8]([N:11]3[CH:15]=[C:14]([C:16]4[CH:21]=[CH:20][N:19]=[C:18]([NH:22]C(OC(C)(C)C)=O)[CH:17]=4)[C:13]([C:30]4[CH:35]=[CH:34][C:33]([F:36])=[CH:32][CH:31]=4)=[N:12]3)[CH:9]=[CH:10][C:5]2=[N:4][N:3]=1.C(OC(NC1C=C(C2C(C3C=CC=CC=3)=NN(C3C=CC4N(C=NN=4)N=3)C=2)C=CN=1)=O)(C)(C)C. The product is [NH2:22][C:18]1[CH:17]=[C:16]([C:14]2[C:13]([C:30]3[CH:35]=[CH:34][C:33]([F:36])=[CH:32][CH:31]=3)=[N:12][N:11]([C:8]3[CH:9]=[CH:10][C:5]4[N:6]([C:2]([NH2:1])=[N:3][N:4]=4)[N:7]=3)[CH:15]=2)[CH:21]=[CH:20][N:19]=1. (2) The reactants are [CH3:1][O:2][C:3]1[C:4](C(O)=O)=[CH:5][C:6]2[C:11]([CH:12]=1)=[CH:10][CH:9]=[CH:8][CH:7]=2.CC[N:18]([CH2:21]C)CC.C1(P(N=[N+]=[N-])(C2C=CC=CC=2)=[O:30])C=CC=CC=1.[CH2:40]([OH:47])[C:41]1[CH:46]=[CH:45][CH:44]=[CH:43][CH:42]=1. The catalyst is C1(C)C=CC=CC=1. The product is [C:21]([NH:18][C:5]1[C:6]2[C:11](=[CH:10][CH:9]=[CH:8][CH:7]=2)[CH:12]=[C:3]([O:2][CH3:1])[CH:4]=1)([O:47][CH2:40][C:41]1[CH:46]=[CH:45][CH:44]=[CH:43][CH:42]=1)=[O:30]. The yield is 1.00. (3) The reactants are [H-].C([Al+]CC(C)C)C(C)C.C(O[C:14](=O)[CH:15]([CH2:21][CH2:22][CH3:23])[C:16]([O:18][CH2:19][CH3:20])=[O:17])C.[F:25][C:26]1[CH:33]=[CH:32][C:29]([CH2:30][NH2:31])=[CH:28][CH:27]=1.C([BH3-])#N.[Na+]. The product is [CH2:19]([O:18][C:16](=[O:17])[CH:15]([CH2:14][NH:31][CH2:30][C:29]1[CH:32]=[CH:33][C:26]([F:25])=[CH:27][CH:28]=1)[CH2:21][CH2:22][CH3:23])[CH3:20]. The yield is 0.350. The catalyst is C1(C)C=CC=CC=1.ClCCl.C(O)C.C(O)(=O)C. (4) The reactants are [N:1]([CH2:4][C:5]([C:7]1[CH:8]=[N:9][CH:10]=[CH:11][CH:12]=1)=[O:6])=[N+]=[N-].[CH3:13][C:14]1[CH:19]=[CH:18][C:17]([N+:20]([O-:22])=[O:21])=[CH:16][C:15]=1[N:23]=[C:24]=O.C1(P(C2C=CC=CC=2)C2C=CC=CC=2)C=CC=CC=1. The catalyst is O1CCOCC1. The product is [CH3:13][C:14]1[CH:19]=[CH:18][C:17]([N+:20]([O-:22])=[O:21])=[CH:16][C:15]=1[NH:23][C:24]1[O:6][C:5]([C:7]2[CH:8]=[N:9][CH:10]=[CH:11][CH:12]=2)=[CH:4][N:1]=1. The yield is 0.780. (5) The reactants are [NH2:1][CH2:2][CH2:3][OH:4].C(O)(=O)C.[F:9][C:10]1[CH:11]=[C:12]2[C:16](=[C:17]([CH:19]=O)[CH:18]=1)[NH:15][CH:14]=[CH:13]2.C(O[BH-](OC(=O)C)OC(=O)C)(=O)C.[Na+].C(=O)(O)[O-].[Na+].[OH-].[Na+]. The catalyst is ClCCCl. The product is [F:9][C:10]1[CH:11]=[C:12]2[C:16](=[C:17]([CH2:19][NH:1][CH2:2][CH2:3][OH:4])[CH:18]=1)[NH:15][CH:14]=[CH:13]2. The yield is 0.960. (6) The reactants are [F:1][C:2]1[CH:7]=[CH:6][C:5]([C:8]2[O:9][C:10]3[CH:20]=[CH:19][C:18]([C:21]4[CH:22]=[C:23]([CH:27]=[CH:28][CH:29]=4)[C:24](O)=[O:25])=[CH:17][C:11]=3[C:12]=2[C:13](=[O:16])[NH:14][CH3:15])=[CH:4][CH:3]=1.[C:30]1([C:37]2[CH:42]=[CH:41][CH:40]=[CH:39][CH:38]=2)[C:31]([NH2:36])=[CH:32][CH:33]=[CH:34][CH:35]=1.CN(C(ON1N=NC2C=CC=NC1=2)=[N+](C)C)C.F[P-](F)(F)(F)(F)F.CCN(C(C)C)C(C)C. The catalyst is CO.CN(C=O)C. The product is [C:30]1([C:37]2[CH:38]=[CH:39][CH:40]=[CH:41][CH:42]=2)[CH:35]=[CH:34][CH:33]=[CH:32][C:31]=1[NH:36][C:24]([C:23]1[CH:22]=[C:21]([C:18]2[CH:19]=[CH:20][C:10]3[O:9][C:8]([C:5]4[CH:6]=[CH:7][C:2]([F:1])=[CH:3][CH:4]=4)=[C:12]([C:13]([NH:14][CH3:15])=[O:16])[C:11]=3[CH:17]=2)[CH:29]=[CH:28][CH:27]=1)=[O:25]. The yield is 0.410.